Dataset: Human Reference Interactome with 51,813 positive PPI pairs across 8,248 proteins, plus equal number of experimentally-validated negative pairs. Task: Binary Classification. Given two protein amino acid sequences, predict whether they physically interact or not. (1) Protein 1 (ENSG00000203867) has sequence MVLAAAMSQDADPSGPEQPDRVACSVPGARASPAPSGPRGMQQPPPPPQPPPPPQAGLPQIIQNAAKLLDKNPFSVSNPNPLLPSPASLQLAQLQAQLTLHRLKLAQTAVTNNTAAATVLNQVLSKVAMSQPLFNQLRHPSVITGPHGHAGVPQHAAAIPSTRFPSNAIAFSPPSQTRGPGPSMNLPNQPPSAMVMHPFTGVMPQTPGQPAVILGIGKTGPAPATAGFYEYGKASSGQTYGPETDGQPGFLPSSASTSGSVTYEGHYSHTGQDGQAAFSKDFYGPNSQGSHVASGFPAEQ.... Protein 2 (ENSG00000170855) has sequence MNSVGEACTDMKREYDQCFNRWFAEKFLKGDSSGDPCTDLFKRYQQCVQKAIKEKEIPIEGLEFMGHGKEKPENSS*. Result: 0 (the proteins do not interact). (2) Protein 1 (ENSG00000150630) has sequence MHLLGFFSVACSLLAAALLPGPREAPAAAAAFESGLDLSDAEPDAGEATAYASKDLEEQLRSVSSVDELMTVLYPEYWKMYKCQLRKGGWQHNREQANLNSRTEETIKFAAAHYNTEILKSIDNEWRKTQCMPREVCIDVGKEFGVATNTFFKPPCVSVYRCGGCCNSEGLQCMNTSTSYLSKTLFEITVPLSQGPKPVTISFANHTSCRCMSKLDVYRQVHSIIRRSLPATLPQCQAANKTCPTNYMWNNHICRCLAQEDFMFSSDAGDDSTDGFHDICGPNKELDEETCQCVCRAGLR.... Protein 2 (ENSG00000123329) has sequence MLSSRWWPSSWGILGLGPRSPPRGSQLCALYAFTYTGADGQQVSLAEGDRFLLLRKTNSDWWLARRLEAPSTSRPIFVPAAYMIEESIPSQSPTTVIPGQLLWTPGPKLFHGSLEELSQALPSRAQASSEQPPPLPRKMCRSVSTDNLSPSLLKPFQEGPSGRSLSQEDLPSEASASTAGPQPLMSEPPVYCNLVDLRRCPRSPPPGPACPLLQRLDAWEQHLDPNSGRCFYINSLTGCKSWKPPRRSRSETNPGSMEGTQTLKRNNDVLQPQAKGFRSDTGTPEPLDPQGSLSLSQRTS.... Result: 0 (the proteins do not interact). (3) Protein 2 (ENSG00000181163) has sequence MEDSMDMDMSPLRPQNYLFGCELKADKDYHFKVDNDENEHQLSLRTVSLGAGAKDELHIVEAEAMNYEGSPIKVTLATLKMSVQPTVSLGGFEITPPVVLRLKCGSGPVHISGQHLVAVEEDAESEDEEEEDVKLLSISGKRSAPGGGSKVPQKKVKLAADEDDDDDDEEDDDEDDDDDDFDDEEAEEKAPVKKSIRDTPAKNAQKSNQNGKDSKPSSTPRSKGQESFKKQEKTPKTPKGPSSVEDIKAKMQASIEKGGSLPKVEAKFINYVKNCFRMTDQEAIQDLWQWRKSL*MEDSM.... Result: 0 (the proteins do not interact). Protein 1 (ENSG00000031823) has sequence MADLANEEKPAIAPPVFVFQKDKGQKRSAGGSSPEGGEDSDREDGNYCPPVKRERTSSLTQFPPSQSEERSSGFRLKPPTLIHGQAPSAGLPSQKPKEQQRSVLRPAVLQAPQPKALSQTVPSSGTNGVSLPADCTGAVPAASPDTAAWRSPSEAADEVCALEEKEPQKNESSNASEEEACEKKDPATQQAFVFGQNLRDRVKLINESVDEADMENAGHPSADTPTATNYFLQYISSSLENSTNSADASSNKFVFGQNMSERVLSPPKLNEVSSDANRENAAAESGSESSSQEATPEKES.... (4) Protein 1 (ENSG00000112837) has sequence MAEKRRGSPCSMLSLKAHAFSVEALIGAEKQQQLQKKRRKLGAEEAAGAVDDGGCSRGGGAGEKGSSEGDEGAALPPPAGATSGPARSGADLERGAAGGCEDGFQQGASPLASPGGSPKGSPARSLARPGTPLPSPQAPRVDLQGAELWKRFHEIGTEMIITKAGRRMFPAMRVKISGLDPHQQYYIAMDIVPVDNKRYRYVYHSSKWMVAGNADSPVPPRVYIHPDSPASGETWMRQVISFDKLKLTNNELDDQGHIILHSMHKYQPRVHVIRKDCGDDLSPIKPVPSGEGVKAFSFPE.... Protein 2 (ENSG00000171475) has sequence MPIPPPPPPPPGPPPPPTFHQANTEQPKLSRDEQRGRGALLQDICKGTKLKKVTNINDRSAPILEKPKGSSGGYGSGGAALQPKGGLFQGGVLKLRPVGAKDGSENLAGKPALQIPSSRAAAPRPPVSAASGRPQDDTDSSRASLPELPRMQRPSLPDLSRPNTTSSTGMKHSSSAPPPPPPGRRANAPPTPLPMHSSKAPAYNREKPLPPTPGQRLHPGREGPPAPPPVKPPPSPVNIRTGPSGQSLAPPPPPYRQPPGVPNGPSSPTNESAPELPQRHNSLHRKTPGPVRGLAPPPPT.... Result: 0 (the proteins do not interact). (5) Protein 1 (ENSG00000161249) has sequence MKFQGPLACLLLALCLGSGEAGPLQSGEESTGTNIGEALGHGLGDALSEGVGKAIGKEAGGAAGSKVSEALGQGTREAVGTGVRQVPGFGVADALGNRVGEAAHALGNTGHEIGRQAEDVIRHGADAVRGSWQGVPGHNGAWETSGGHGIFGSQGGLGGQGQGNPGGLGTPWVHGYPGNSAGSFGMNPQGAPWGQGGNGGPPNFGTNTQGAVAQPGYGSVRASNQNEGCTNPPPSGSGGGSSNSGGGSGSQSGSSGSGSNGDNNNGSSSGGSSSGSSSGGSSGGSSGGSSGNSGGSRGDS.... Protein 2 (ENSG00000204463) has sequence MEPNDSTSTAVEEPDSLEVLVKTLDSQTRTFIVGAQMNVKEFKEHIAASVSIPSEKQRLIYQGRVLQDDKKLQEYNVGGKVIHLVERAPPQTHLPSGASSGTGSASATHGGGSPPGTRGPGASVHDRNANSYVMVGTFNLPSDGSAVDVHINMEQAPIQSEPRVRLVMAQHMIRDIQTLLSRMECRGGPQPQHSQPPPQPPAVTPEPVALSSQTSEPVESEAPPREPMEAEEVEERAPAQNPELTPGPAPAGPTPAPETNAPNHPSPAEYVEVLQELQRLESRLQPFLQRYYEVLGAAAT.... Result: 1 (the proteins interact). (6) Protein 1 (ENSG00000100246) has sequence MGETEGKKDEADYKRLQTFPLVRHSDMPEEMRVETMELCVTACEKFSNNNESAAKMIKETMDKKFGSSWHVVIGEGFGFEITHEVKNLLYLYFGGTLAVCVWKCS*MGETEGKKDEADYKRLQTFPLVRHSDMPEEMRVETMELCVTACEKFSNNNEVLPAVQAAPRAFDGPCG*. Protein 2 (ENSG00000142731) has sequence MATCIGEKIEDFKVGNLLGKGSFAGVYRAESIHTGLEVAIKMIDKKAMYKAGMVQRVQNEVKIHCQLKHPSILELYNYFEDSNYVYLVLEMCHNGEMNRYLKNRVKPFSENEARHFMHQIITGMLYLHSHGILHRDLTLSNLLLTRNMNIKIADFGLATQLKMPHEKHYTLCGTPNYISPEIATRSAHGLESDVWSLGCMFYTLLIGRPPFDTDTVKNTLNKVVLADYEMPSFLSIEAKDLIHQLLRRNPADRLSLSSVLDHPFMSRNSSTKSKDLGTVEDSIDSGHATISTAITASSST.... Result: 0 (the proteins do not interact).